Dataset: Forward reaction prediction with 1.9M reactions from USPTO patents (1976-2016). Task: Predict the product of the given reaction. (1) Given the reactants Br[CH:2]([CH3:11])[C:3]([C:5]1[CH:10]=[CH:9][CH:8]=[CH:7][CH:6]=1)=O.[CH3:12][C:13]1[C:14]2[N:15]([N:19]=[C:20]([C:22]3[CH:27]=[CH:26][N:25]=[C:24]([NH2:28])[CH:23]=3)[N:21]=2)[CH:16]=[CH:17][N:18]=1.C(N(CC)C(C)C)(C)C, predict the reaction product. The product is: [CH3:12][C:13]1[C:14]2[N:15]([N:19]=[C:20]([C:22]3[CH:27]=[CH:26][N:25]4[C:2]([CH3:11])=[C:3]([C:5]5[CH:10]=[CH:9][CH:8]=[CH:7][CH:6]=5)[N:28]=[C:24]4[CH:23]=3)[N:21]=2)[CH:16]=[CH:17][N:18]=1. (2) The product is: [C:3]([NH:6][CH2:7][CH2:8][NH:9][C:10]1[N:15]=[C:14]([C:16]2[CH:21]=[CH:20][CH:19]=[CH:18][CH:17]=2)[N:13]=[C:12]([NH:22][C:23](=[O:26])[CH2:24][N:36]2[CH2:35][CH2:34][CH:33]([O:32][C:31]3[CH:39]=[CH:40][CH:41]=[C:29]([Cl:28])[CH:30]=3)[CH2:38][CH2:37]2)[CH:11]=1)(=[O:5])[CH3:4]. Given the reactants [I-].[Na+].[C:3]([NH:6][CH2:7][CH2:8][NH:9][C:10]1[N:15]=[C:14]([C:16]2[CH:21]=[CH:20][CH:19]=[CH:18][CH:17]=2)[N:13]=[C:12]([NH:22][C:23](=[O:26])[CH2:24]Cl)[CH:11]=1)(=[O:5])[CH3:4].[Cl-].[Cl:28][C:29]1[CH:30]=[C:31]([CH:39]=[CH:40][CH:41]=1)[O:32][CH:33]1[CH2:38][CH2:37][NH2+:36][CH2:35][CH2:34]1.CCN(C(C)C)C(C)C, predict the reaction product. (3) Given the reactants C(SC1N=C(C)C=CC=1C(O)=O)C=C.[CH2:15]([O:18][C:19]1[CH:24]=[CH:23][C:22]([CH2:25][C@H:26]([NH:35][C:36](=[O:48])[C:37]2[CH:42]=[CH:41][C:40]([CH3:43])=[N:39][C:38]=2[S:44][CH2:45][CH:46]=[CH2:47])[C:27]([NH:29][C:30]2([C:33]#[N:34])[CH2:32][CH2:31]2)=[O:28])=[CH:21][C:20]=1[Cl:49])C=C, predict the reaction product. The product is: [C:33]([C:30]1([NH:29][C:27]([C@H:26]2[NH:35][C:36](=[O:48])[C:37]3[C:38](=[N:39][C:40]([CH3:43])=[CH:41][CH:42]=3)[S:44][CH2:45][CH:46]=[CH:47][CH2:15][O:18][C:19]3=[CH:24][CH:23]=[C:22]([CH:21]=[C:20]3[Cl:49])[CH2:25]2)=[O:28])[CH2:31][CH2:32]1)#[N:34]. (4) The product is: [NH:28]1[C:26]([CH2:25][O:24][C:13]2[C:12]3[C:17](=[CH:18][CH:19]=[C:10]([C:2]4[O:1][C:5]5[CH:6]=[CH:7][CH:8]=[CH:9][C:4]=5[CH:3]=4)[CH:11]=3)[N:16]=[C:15]([C:20]([F:22])([F:21])[F:23])[CH:14]=2)=[N:27][N:30]=[N:29]1. Given the reactants [O:1]1[C:5]2[CH:6]=[CH:7][CH:8]=[CH:9][C:4]=2[CH:3]=[C:2]1[C:10]1[CH:11]=[C:12]2[C:17](=[CH:18][CH:19]=1)[N:16]=[C:15]([C:20]([F:23])([F:22])[F:21])[CH:14]=[C:13]2[O:24][CH2:25][C:26]#[N:27].[N-:28]=[N+:29]=[N-:30].[Na+].[NH4+].[Cl-], predict the reaction product. (5) Given the reactants FC(F)(F)C(O)=O.[Cl:8][C:9]1[N:14]=[N:13][C:12]([NH:15][NH2:16])=[C:11]([CH2:17][CH3:18])[CH:10]=1.O.[N:20]#[C:21]Br, predict the reaction product. The product is: [Cl:8][C:9]1[CH:10]=[C:11]([CH2:17][CH3:18])[C:12]2[N:13]([C:21]([NH2:20])=[N:16][N:15]=2)[N:14]=1. (6) Given the reactants [Br:1][C:2]1[N:3]=[N:4][C:5]2[C:10]([C:11]=1[C:12]1[C:17]([O:18][CH3:19])=[CH:16][C:15]([C:20]3[CH:25]=[CH:24][CH:23]=[C:22]([F:26])[CH:21]=3)=[C:14]([Cl:27])[CH:13]=1)=[CH:9][CH:8]=[C:7]([S:28](OC1C(F)=C(F)C(F)=C(F)C=1F)(=[O:30])=[O:29])[CH:6]=2.[O:43]1[CH:47]=[CH:46][C:45]([NH2:48])=[N:44]1.C1COCC1.C[Si]([N-][Si](C)(C)C)(C)C.[Li+], predict the reaction product. The product is: [Br:1][C:2]1[N:3]=[N:4][C:5]2[C:10]([C:11]=1[C:12]1[C:17]([O:18][CH3:19])=[CH:16][C:15]([C:20]3[CH:25]=[CH:24][CH:23]=[C:22]([F:26])[CH:21]=3)=[C:14]([Cl:27])[CH:13]=1)=[CH:9][CH:8]=[C:7]([S:28]([NH:48][C:45]1[CH:46]=[CH:47][O:43][N:44]=1)(=[O:29])=[O:30])[CH:6]=2. (7) Given the reactants [Cl:1][C:2]1[N:7]=[C:6]([N:8]2[CH2:13][CH2:12][O:11][CH2:10][CH2:9]2)[CH:5]=[C:4](I)[CH:3]=1.CC1(C)C(C)(C)OB([C:23]2[CH:28]=[CH:27][C:26]([N:29]3[CH2:34][CH2:33][N:32]([C:35]([O:37][C:38]([CH3:41])([CH3:40])[CH3:39])=[O:36])[CH2:31][CH2:30]3)=[CH:25][CH:24]=2)O1.C(=O)([O-])[O-].[Na+].[Na+], predict the reaction product. The product is: [Cl:1][C:2]1[CH:3]=[C:4]([C:23]2[CH:24]=[CH:25][C:26]([N:29]3[CH2:30][CH2:31][N:32]([C:35]([O:37][C:38]([CH3:41])([CH3:40])[CH3:39])=[O:36])[CH2:33][CH2:34]3)=[CH:27][CH:28]=2)[CH:5]=[C:6]([N:8]2[CH2:13][CH2:12][O:11][CH2:10][CH2:9]2)[N:7]=1. (8) Given the reactants O=[C:2]1[N:6]([C:7]([O:9][C:10]([CH3:13])([CH3:12])[CH3:11])=[O:8])[C@@H:5]([C:14]([O:16][CH2:17][CH3:18])=[O:15])[CH2:4][CH2:3]1.O1CCCC1.C([BH-](CC)CC)C.[Li+].C(N(C(C)C)CC)(C)C.FC(F)(F)C(OC(=O)C(F)(F)F)=O, predict the reaction product. The product is: [N:6]1([C:7]([O:9][C:10]([CH3:11])([CH3:13])[CH3:12])=[O:8])[CH:2]=[CH:3][CH2:4][C@@H:5]1[C:14]([O:16][CH2:17][CH3:18])=[O:15]. (9) Given the reactants Br[C:2]1[CH:7]=[CH:6][N:5]=[CH:4][C:3]=1[N:8]([CH3:25])[C:9](=[O:24])[C:10]1[CH:15]=[C:14]([C:16]([F:19])([F:18])[F:17])[CH:13]=[C:12]([C:20]([F:23])([F:22])[F:21])[CH:11]=1.[F:26][C:27]1[CH:32]=[CH:31][CH:30]=[C:29]([F:33])[C:28]=1B(O)O, predict the reaction product. The product is: [F:26][C:27]1[CH:32]=[CH:31][CH:30]=[C:29]([F:33])[C:28]=1[C:2]1[CH:7]=[CH:6][N:5]=[CH:4][C:3]=1[N:8]([CH3:25])[C:9](=[O:24])[C:10]1[CH:15]=[C:14]([C:16]([F:19])([F:18])[F:17])[CH:13]=[C:12]([C:20]([F:23])([F:22])[F:21])[CH:11]=1. (10) Given the reactants [F:1][C:2]1[CH:7]=[C:6]([F:8])[CH:5]=[CH:4][C:3]=1[C:9]1[C:17]2[C:12](=[CH:13][C:14]([O:18][CH2:19][CH2:20][N:21]3[CH2:26][CH2:25][O:24][CH2:23][CH2:22]3)=[CH:15][CH:16]=2)[C:11](=[O:27])[C:10]=1C1C=CC(C)=CC=1.O1CCN(CCOC2C=C3C(C(C4C=CC=CC=4)=C(Br)C3=O)=CC=2)CC1.[F:61][C:62]1[CH:63]=[C:64](B(O)O)[CH:65]=[CH:66][C:67]=1[O:68][CH3:69], predict the reaction product. The product is: [F:61][C:62]1[CH:63]=[C:64]([C:10]2[C:11](=[O:27])[C:12]3[C:17]([C:9]=2[C:3]2[CH:4]=[CH:5][C:6]([F:8])=[CH:7][C:2]=2[F:1])=[CH:16][CH:15]=[C:14]([O:18][CH2:19][CH2:20][N:21]2[CH2:22][CH2:23][O:24][CH2:25][CH2:26]2)[CH:13]=3)[CH:65]=[CH:66][C:67]=1[O:68][CH3:69].